From a dataset of Full USPTO retrosynthesis dataset with 1.9M reactions from patents (1976-2016). Predict the reactants needed to synthesize the given product. (1) Given the product [Cl:25][C:26]1[CH:27]=[CH:28][C:29]([N:22]2[CH2:21][CH2:20][N:19]([C:17](=[O:18])[CH2:16][CH2:15][O:14][C:11]3[CH:12]=[CH:13][C:8]([F:7])=[CH:9][CH:10]=3)[CH2:24][CH2:23]2)=[C:30]([CH:33]=1)[C:31]#[N:32], predict the reactants needed to synthesize it. The reactants are: C([O-])(O)=O.[Na+].Cl.[F:7][C:8]1[CH:13]=[CH:12][C:11]([O:14][CH2:15][CH2:16][C:17]([N:19]2[CH2:24][CH2:23][NH:22][CH2:21][CH2:20]2)=[O:18])=[CH:10][CH:9]=1.[Cl:25][C:26]1[CH:27]=[CH:28][C:29](F)=[C:30]([CH:33]=1)[C:31]#[N:32]. (2) Given the product [N:17]1[CH:18]=[CH:19][C:14]([C:4]2[CH:12]=[CH:11][C:7]([C:8]([OH:10])=[O:9])=[CH:6][CH:5]=2)=[CH:15][CH:16]=1, predict the reactants needed to synthesize it. The reactants are: B([C:4]1[CH:12]=[CH:11][C:7]([C:8]([OH:10])=[O:9])=[CH:6][CH:5]=1)(O)O.Br[C:14]1[CH:19]=[CH:18][N:17]=[CH:16][CH:15]=1.C(=O)([O-])[O-].[K+].[K+]. (3) The reactants are: Br[C:2]1[CH:3]=[CH:4][C:5]([N+:10]([O-:12])=[O:11])=[C:6]([CH:9]=1)[CH:7]=[O:8].[F:13][C:14]1[CH:19]=[CH:18][CH:17]=[CH:16][C:15]=1B(O)O.C([O-])([O-])=O.[K+].[K+]. Given the product [F:13][C:14]1[CH:19]=[CH:18][CH:17]=[CH:16][C:15]=1[C:2]1[CH:3]=[CH:4][C:5]([N+:10]([O-:12])=[O:11])=[C:6]([CH:7]=[O:8])[CH:9]=1, predict the reactants needed to synthesize it. (4) Given the product [CH:8]([CH:7]=[CH:6][C:5]([OH:4])=[O:18])=[CH:9][C:10]1[CH:11]=[CH:12][CH:13]=[CH:14][CH:15]=1, predict the reactants needed to synthesize it. The reactants are: S([O-])([O:4][CH2:5][CH2:6][CH2:7][CH2:8][CH2:9][CH2:10][CH2:11][CH2:12][CH2:13][CH2:14][CH2:15]C)(=O)=O.[OH2:18]. (5) Given the product [Br:17][C:6]1[CH:5]=[CH:4][C:3]([OH:9])=[C:2]([CH3:1])[C:7]=1[CH3:8], predict the reactants needed to synthesize it. The reactants are: [CH3:1][C:2]1[C:7]([CH3:8])=[CH:6][CH:5]=[CH:4][C:3]=1[OH:9].C1C(=O)N([Br:17])C(=O)C1. (6) Given the product [CH2:6]([O:13][N:14]1[C:23](=[O:24])[C:22]2[C:17](=[CH:18][C:19]([N:1]3[CH2:5][CH2:4][CH2:3][CH2:2]3)=[C:20]([F:25])[CH:21]=2)[N:16]([C:27]2[CH:32]=[CH:31][C:30]([F:33])=[CH:29][C:28]=2[F:34])[C:15]1=[O:35])[C:7]1[CH:12]=[CH:11][CH:10]=[CH:9][CH:8]=1, predict the reactants needed to synthesize it. The reactants are: [NH:1]1[CH2:5][CH2:4][CH2:3][CH2:2]1.[CH2:6]([O:13][N:14]1[C:23](=[O:24])[C:22]2[C:17](=[CH:18][C:19](F)=[C:20]([F:25])[CH:21]=2)[N:16]([C:27]2[CH:32]=[CH:31][C:30]([F:33])=[CH:29][C:28]=2[F:34])[C:15]1=[O:35])[C:7]1[CH:12]=[CH:11][CH:10]=[CH:9][CH:8]=1.C(N(CC)CC)C.